This data is from Catalyst prediction with 721,799 reactions and 888 catalyst types from USPTO. The task is: Predict which catalyst facilitates the given reaction. (1) The catalyst class is: 4. Product: [C:18]1([S:24]([N:15]2[CH2:16][CH2:17][C:12]3([O:11][CH2:10][CH2:9][O:8]3)[CH2:13][CH2:14]2)(=[O:26])=[O:25])[CH:23]=[CH:22][CH:21]=[CH:20][CH:19]=1. Reactant: C(N(CC)CC)C.[O:8]1[C:12]2([CH2:17][CH2:16][NH:15][CH2:14][CH2:13]2)[O:11][CH2:10][CH2:9]1.[C:18]1([S:24](Cl)(=[O:26])=[O:25])[CH:23]=[CH:22][CH:21]=[CH:20][CH:19]=1.C(=O)([O-])O.[Na+]. (2) Reactant: [Cl:1][C:2]1[CH:7]=[CH:6][CH:5]=[CH:4][C:3]=1[C@H:8]([O:10][C:11]1[CH:15]=[C:14]([N:16]2[C:20]3[CH:21]=[C:22]([CH2:25][CH2:26][CH:27]4OCC[O:28]4)[CH:23]=[CH:24][C:19]=3[N:18]=[CH:17]2)[S:13][C:12]=1[C:32]([NH2:34])=[O:33])[CH3:9].CC(C)=O.C1(C)C=CC(S([O-])(=O)=O)=CC=1.[NH+]1C=CC=CC=1.O.C1(C)C=CC(S(O)(=O)=O)=CC=1. Product: [Cl:1][C:2]1[CH:7]=[CH:6][CH:5]=[CH:4][C:3]=1[C@H:8]([O:10][C:11]1[CH:15]=[C:14]([N:16]2[C:20]3[CH:21]=[C:22]([CH2:25][CH2:26][CH:27]=[O:28])[CH:23]=[CH:24][C:19]=3[N:18]=[CH:17]2)[S:13][C:12]=1[C:32]([NH2:34])=[O:33])[CH3:9]. The catalyst class is: 6.